Predict the reaction yield, written as a fraction of the theoretical maximum amount of product (1.0 means a 100% yield; for example, 0.34 means a 34% yield). From a dataset of Reaction yield outcomes from USPTO patents with 853,638 reactions. (1) The yield is 0.540. The product is [CH:47]1([NH:52][C:53]2[N:55]=[C:39]([C:29]3[N:27]4[CH:28]=[C:23]([Br:22])[CH:24]=[C:25]([Br:46])[C:26]4=[N:31][C:30]=3[C:32]3[CH:37]=[CH:36][C:35]([F:38])=[CH:34][CH:33]=3)[CH:40]=[CH:41][N:54]=2)[CH2:51][CH2:50][CH2:49][CH2:48]1. The catalyst is COC(OC)N(C)C. The reactants are BrC1C=C(Br)C2N(C(C(=O)C)=C(C3C=CC(F)=CC=3)N=2)C=1.[Br:22][C:23]1[CH:24]=[C:25]([Br:46])[C:26]2[N:27]([C:29]([C:39](=O)/[CH:40]=[CH:41]/N(C)C)=[C:30]([C:32]3[CH:37]=[CH:36][C:35]([F:38])=[CH:34][CH:33]=3)[N:31]=2)[CH:28]=1.[CH:47]1([NH:52][C:53]([NH2:55])=[NH:54])[CH2:51][CH2:50][CH2:49][CH2:48]1. (2) The reactants are CS(C)=O.C(Cl)(=O)C(Cl)=O.[CH3:11][Si:12]([CH3:22])([CH3:21])[C:13]#[C:14][C:15]#[C:16][CH2:17][CH2:18][CH2:19][OH:20].C(N(CC)CC)C. The catalyst is C(Cl)Cl. The product is [CH3:22][Si:12]([CH3:11])([CH3:21])[C:13]#[C:14][C:15]#[C:16][CH2:17][CH2:18][CH:19]=[O:20]. The yield is 0.478. (3) The yield is 0.660. The catalyst is CO. The reactants are [CH:1]1([NH2:4])[CH2:3][CH2:2]1.C(O)(=O)C.[C:9]([C:13]1[CH:18]=[CH:17][N:16]=[CH:15][CH:14]=1)(=O)[CH2:10][CH3:11].C([BH3-])#N.[Na+]. The product is [CH:1]1([NH:4][CH:9]([C:13]2[CH:18]=[CH:17][N:16]=[CH:15][CH:14]=2)[CH2:10][CH3:11])[CH2:3][CH2:2]1. (4) The reactants are [F:1][C:2]1[CH:10]=[C:9]([F:11])[CH:8]=[CH:7][C:3]=1[C:4](Cl)=[O:5].[Br:12][C:13]1[CH:14]=[C:15]([NH2:20])[C:16]([Cl:19])=[N:17][CH:18]=1. The catalyst is C(Cl)(Cl)Cl. The product is [Br:12][C:13]1[CH:14]=[C:15]([NH:20][C:4](=[O:5])[C:3]2[CH:7]=[CH:8][C:9]([F:11])=[CH:10][C:2]=2[F:1])[C:16]([Cl:19])=[N:17][CH:18]=1. The yield is 0.340. (5) The reactants are [C:1]([O:5][C:6](=[O:18])[NH:7][CH2:8][C:9]([C:11]1[CH:16]=[CH:15][C:14](Br)=[CH:13][CH:12]=1)=[O:10])([CH3:4])([CH3:3])[CH3:2].[CH3:19][O:20][C:21](=[O:54])[NH:22][CH:23]([C:27]([N:29]1[CH2:33][CH2:32][CH2:31][CH:30]1[C:34]1[NH:35][C:36]([C:39]2[CH:44]=[CH:43][C:42](B3OC(C)(C)C(C)(C)O3)=[CH:41][CH:40]=2)=[CH:37][N:38]=1)=[O:28])[CH:24]([CH3:26])[CH3:25].C(=O)([O-])[O-].[K+].[K+].COCCOC. The catalyst is C1C=CC([P]([Pd]([P](C2C=CC=CC=2)(C2C=CC=CC=2)C2C=CC=CC=2)([P](C2C=CC=CC=2)(C2C=CC=CC=2)C2C=CC=CC=2)[P](C2C=CC=CC=2)(C2C=CC=CC=2)C2C=CC=CC=2)(C2C=CC=CC=2)C2C=CC=CC=2)=CC=1.O. The product is [CH3:19][O:20][C:21](=[O:54])[NH:22][CH:23]([C:27]([N:29]1[CH2:33][CH2:32][CH2:31][CH:30]1[C:34]1[NH:35][C:36]([C:39]2[CH:40]=[CH:41][C:42]([C:14]3[CH:15]=[CH:16][C:11]([C:9](=[O:10])[CH2:8][NH:7][C:6]([O:5][C:1]([CH3:4])([CH3:3])[CH3:2])=[O:18])=[CH:12][CH:13]=3)=[CH:43][CH:44]=2)=[CH:37][N:38]=1)=[O:28])[CH:24]([CH3:26])[CH3:25]. The yield is 0.440. (6) The reactants are FC(F)(F)S([O-])(=O)=O.[CH2:9]([N+:16]1[C:29]2[C:24](=[CH:25][CH:26]=[CH:27][CH:28]=2)[C:23]([C:30]([O:32][CH3:33])=[O:31])=[C:22]2[C:17]=1[CH:18]=[CH:19][CH:20]=[CH:21]2)[C:10]1[CH:15]=[CH:14][CH:13]=[CH:12][CH:11]=1.[Cl-].[NH4+]. The product is [CH2:9]([N:16]1[C:17]2[C:22](=[CH:21][CH:20]=[CH:19][CH:18]=2)[CH:23]([C:30]([O:32][CH3:33])=[O:31])[C:24]2[CH:25]=[CH:26][CH:27]=[CH:28][C:29]1=2)[C:10]1[CH:11]=[CH:12][CH:13]=[CH:14][CH:15]=1. The catalyst is C(O)C.[Zn]. The yield is 0.240. (7) The reactants are CS[C:3]1[CH:8]=[CH:7][CH:6]=[CH:5][C:4]=1[C:9]1[NH:13][CH:12]=[C:11]([CH:14]=[O:15])[CH:10]=1.Cl[C:17]1C=CC=C(C(OO)=O)C=1.[S:27]([O-:31])([O-])(=[O:29])=S.[Na+].[Na+]. The catalyst is C(OCC)(=O)C. The product is [CH3:17][S:27]([C:3]1[CH:8]=[CH:7][CH:6]=[CH:5][C:4]=1[C:9]1[NH:13][CH:12]=[C:11]([CH:14]=[O:15])[CH:10]=1)(=[O:31])=[O:29]. The yield is 0.780. (8) The reactants are [C:1]1([C:7]2[N:8]([CH2:18][O:19][CH2:20][CH2:21][Si:22]([CH3:25])([CH3:24])[CH3:23])[CH:9]=[C:10]([C:12]3[CH:17]=[CH:16][N:15]=[CH:14][CH:13]=3)[N:11]=2)[CH:6]=[CH:5][CH:4]=[CH:3][CH:2]=1.[Br:26]Br.C(=O)([O-])[O-].[Na+].[Na+]. The catalyst is ClCCl. The product is [Br:26][C:9]1[N:8]([CH2:18][O:19][CH2:20][CH2:21][Si:22]([CH3:25])([CH3:24])[CH3:23])[C:7]([C:1]2[CH:2]=[CH:3][CH:4]=[CH:5][CH:6]=2)=[N:11][C:10]=1[C:12]1[CH:17]=[CH:16][N:15]=[CH:14][CH:13]=1. The yield is 0.990. (9) The reactants are O1CCCCC1[N:7]1[C:15]2[C:10](=[CH:11][C:12]([C:16]3[N:20]=[CH:19][N:18](C(C4C=CC=CC=4)(C4C=CC=CC=4)C4C=CC=CC=4)[N:17]=3)=[CH:13][CH:14]=2)[C:9]([C:40]2[CH:41]=[C:42]([NH:46][C:47](=[O:51])[CH2:48][CH2:49][CH3:50])[CH:43]=[CH:44][CH:45]=2)=[N:8]1. The catalyst is Cl.O1CCOCC1. The product is [NH:18]1[CH:19]=[N:20][C:16]([C:12]2[CH:11]=[C:10]3[C:15](=[CH:14][CH:13]=2)[NH:7][N:8]=[C:9]3[C:40]2[CH:41]=[C:42]([NH:46][C:47](=[O:51])[CH2:48][CH2:49][CH3:50])[CH:43]=[CH:44][CH:45]=2)=[N:17]1. The yield is 0.270. (10) The reactants are [C:1]1([CH2:6][C@H:7]([NH:13][C:14](=[O:20])[O:15][C:16]([CH3:19])([CH3:18])[CH3:17])[C:8](=[O:12])[C:9]([CH3:11])=[CH2:10])[CH2:5][CH2:4][CH2:3][CH:2]=1.[OH2:21]. The catalyst is CN(C=O)C. The product is [C:1]1([CH2:6][C@H:7]([NH:13][C:14](=[O:20])[O:15][C:16]([CH3:19])([CH3:18])[CH3:17])[C:8]([C@@:9]2([CH3:11])[CH2:10][O:21]2)=[O:12])[CH2:5][CH2:4][CH2:3][CH:2]=1. The yield is 0.530.